This data is from Catalyst prediction with 721,799 reactions and 888 catalyst types from USPTO. The task is: Predict which catalyst facilitates the given reaction. (1) Reactant: C([O-])(=O)C.[K+].[B:15]1([B:15]2[O:19][C:18]([CH3:21])([CH3:20])[C:17]([CH3:23])([CH3:22])[O:16]2)[O:19][C:18]([CH3:21])([CH3:20])[C:17]([CH3:23])([CH3:22])[O:16]1.Br[C:25]1[C:33]2[C:28](=[CH:29][CH:30]=[C:31]([O:34][CH3:35])[CH:32]=2)[N:27]([C:36]([O:38][C:39]([CH3:42])([CH3:41])[CH3:40])=[O:37])[CH:26]=1. Product: [CH3:35][O:34][C:31]1[CH:32]=[C:33]2[C:28](=[CH:29][CH:30]=1)[N:27]([C:36]([O:38][C:39]([CH3:42])([CH3:41])[CH3:40])=[O:37])[CH:26]=[C:25]2[B:15]1[O:16][C:17]([CH3:22])([CH3:23])[C:18]([CH3:20])([CH3:21])[O:19]1. The catalyst class is: 16. (2) Reactant: [C:1]([O:5][C:6]([N:8]1[CH2:13][CH2:12][CH:11]([CH:14]([C:16]2[CH:21]=[CH:20][C:19]([Br:22])=[CH:18][CH:17]=2)[OH:15])[CH2:10][CH2:9]1)=[O:7])([CH3:4])([CH3:3])[CH3:2].[H-].[Na+].[F:25][C:26]1[CH:31]=[CH:30][CH:29]=[C:28](F)[N:27]=1. Product: [C:1]([O:5][C:6]([N:8]1[CH2:9][CH2:10][CH:11]([CH:14]([C:16]2[CH:21]=[CH:20][C:19]([Br:22])=[CH:18][CH:17]=2)[O:15][C:28]2[CH:29]=[CH:30][CH:31]=[C:26]([F:25])[N:27]=2)[CH2:12][CH2:13]1)=[O:7])([CH3:4])([CH3:2])[CH3:3]. The catalyst class is: 3. (3) Reactant: [H-].[Na+].C(OP([CH2:11][C:12]([O:14][CH2:15][CH3:16])=[O:13])(OCC)=O)C.O=[C:18]1[CH2:22][CH2:21][N:20]([C:23]([O:25][C:26]([CH3:29])([CH3:28])[CH3:27])=[O:24])[CH2:19]1. Product: [C:26]([O:25][C:23]([N:20]1[CH2:21][CH2:22][C:18](=[CH:11][C:12]([O:14][CH2:15][CH3:16])=[O:13])[CH2:19]1)=[O:24])([CH3:29])([CH3:27])[CH3:28]. The catalyst class is: 7. (4) Reactant: FC(F)(F)C([NH:5][C:6]1[CH:10]=[C:9]([CH2:11][C:12]([NH:14][C:15]2[CH:20]=[CH:19][CH:18]=[C:17]([F:21])[CH:16]=2)=[O:13])[NH:8][N:7]=1)=O.C(=O)([O-])O.[Na+]. Product: [NH2:5][C:6]1[CH:10]=[C:9]([CH2:11][C:12]([NH:14][C:15]2[CH:20]=[CH:19][CH:18]=[C:17]([F:21])[CH:16]=2)=[O:13])[NH:8][N:7]=1. The catalyst class is: 240. (5) Reactant: [OH:1][C@H:2]([C:13]1[S:14][CH:15]=[CH:16][CH:17]=1)[CH2:3][CH2:4][NH:5]C(=O)OC(C)(C)C.[ClH:18]. Product: [ClH:18].[NH2:5][CH2:4][CH2:3][C@@H:2]([C:13]1[S:14][CH:15]=[CH:16][CH:17]=1)[OH:1]. The catalyst class is: 12. (6) Reactant: [F:1][C:2]1[CH:3]=[C:4]([C:8]2[NH:9][C:10]([CH2:19]O)=[C:11]([C:13]3[CH:14]=[N:15][CH:16]=[CH:17][CH:18]=3)[N:12]=2)[CH:5]=[CH:6][CH:7]=1.S(Cl)([Cl:23])=O. Product: [ClH:23].[ClH:23].[F:1][C:2]1[CH:3]=[C:4]([C:8]2[NH:9][C:10]([CH2:19][Cl:23])=[C:11]([C:13]3[CH:14]=[N:15][CH:16]=[CH:17][CH:18]=3)[N:12]=2)[CH:5]=[CH:6][CH:7]=1. The catalyst class is: 2.